From a dataset of CYP3A4 inhibition data for predicting drug metabolism from PubChem BioAssay. Regression/Classification. Given a drug SMILES string, predict its absorption, distribution, metabolism, or excretion properties. Task type varies by dataset: regression for continuous measurements (e.g., permeability, clearance, half-life) or binary classification for categorical outcomes (e.g., BBB penetration, CYP inhibition). Dataset: cyp3a4_veith. (1) The compound is N[C@H](C(=O)N[C@@H]1C(=O)N2C(C(=O)O)=C(Cl)CS[C@@H]12)c1ccccc1.O. The result is 0 (non-inhibitor). (2) The compound is C[N+](C)(CCCOc1ccccc1)c1ccccc1.O=C(O)c1cc2ccccc2cc1[O-]. The result is 0 (non-inhibitor). (3) The compound is C/C(CCN1CCc2nc(-c3ccccc3)c(-c3ccccc3)cc2C1)=N\O[C@@H](C)CN1CCCCc2nc(C)c(C)cc21. The result is 1 (inhibitor). (4) The drug is Nc1ccc(C(=O)O)cc1.Nc1nc(N)c2[nH]cnc2n1.O=S(=O)(O)O. The result is 0 (non-inhibitor). (5) The molecule is CO[C@H]1COC(=O)C/C=C\[C@H](C)[C@@H](OC)COC(=O)C/C=C\[C@@H]1C. The result is 0 (non-inhibitor).